Dataset: Full USPTO retrosynthesis dataset with 1.9M reactions from patents (1976-2016). Task: Predict the reactants needed to synthesize the given product. (1) Given the product [CH2:6]1[C:14]2[C:9](=[CH:10][CH:11]=[CH:12][CH:13]=2)[CH:8]=[C:7]1[N:1]1[CH2:5][CH2:4][CH2:3][CH2:2]1, predict the reactants needed to synthesize it. The reactants are: [NH:1]1[CH2:5][CH2:4][CH2:3][CH2:2]1.[CH2:6]1[C:14]2[C:9](=[CH:10][CH:11]=[CH:12][CH:13]=2)[CH2:8][C:7]1=O. (2) Given the product [Cl:1][C:2]1[CH:9]=[C:8]2[C:5]([CH:6]=[C:22]([C:16]3[CH:17]=[C:18]([O:20][CH3:21])[CH:19]=[C:14]([O:13][CH3:12])[CH:15]=3)[C:23](=[O:24])[N:10]2[CH3:11])=[CH:4][N:3]=1, predict the reactants needed to synthesize it. The reactants are: [Cl:1][C:2]1[CH:9]=[C:8]([NH:10][CH3:11])[C:5]([CH:6]=O)=[CH:4][N:3]=1.[CH3:12][O:13][C:14]1[CH:15]=[C:16]([CH2:22][C:23](OC)=[O:24])[CH:17]=[C:18]([O:20][CH3:21])[CH:19]=1.C(=O)([O-])[O-].[K+].[K+]. (3) Given the product [F:1][C:2]1[CH:3]=[C:4]([CH:11]=[CH:12][C:13]=1[O:14][CH:15]([CH3:17])[CH3:16])[C:5]([OH:7])=[O:6], predict the reactants needed to synthesize it. The reactants are: [F:1][C:2]1[CH:3]=[C:4]([CH:11]=[CH:12][C:13]=1[O:14][CH:15]([CH3:17])[CH3:16])[C:5]([O:7]C(C)C)=[O:6].[OH-].[Na+].[Cl-].[NH4+]. (4) Given the product [CH3:1][S:2][C:3]1[O:4][C:5]2[CH:11]=[C:10]([CH2:12][OH:13])[CH:9]=[CH:8][C:6]=2[N:7]=1, predict the reactants needed to synthesize it. The reactants are: [CH3:1][S:2][C:3]1[O:4][C:5]2[CH:11]=[C:10]([C:12](OC)=[O:13])[CH:9]=[CH:8][C:6]=2[N:7]=1.[H-].C([Al+]CC(C)C)C(C)C. (5) Given the product [CH:30]1([N:27]2[CH2:26][CH2:25][N:24]([C:23]3[C:2]([CH3:34])=[CH:3][C:4]4[C:16](=[O:17])[C:15]5[C:14]6[C:9](=[CH:10][C:11]([C:18]#[N:19])=[CH:12][CH:13]=6)[NH:8][C:7]=5[C:6]([CH3:21])([CH3:20])[C:5]=4[CH:22]=3)[CH2:29][CH2:28]2)[CH2:33][CH2:32][CH2:31]1, predict the reactants needed to synthesize it. The reactants are: Br[C:2]1[C:23]([N:24]2[CH2:29][CH2:28][N:27]([CH:30]3[CH2:33][CH2:32][CH2:31]3)[CH2:26][CH2:25]2)=[CH:22][C:5]2[C:6]([CH3:21])([CH3:20])[C:7]3[NH:8][C:9]4[C:14]([C:15]=3[C:16](=[O:17])[C:4]=2[CH:3]=1)=[CH:13][CH:12]=[C:11]([C:18]#[N:19])[CH:10]=4.[CH3:34]B1OB(C)OB(C)O1.C(=O)([O-])[O-].[K+].[K+].